Dataset: Peptide-MHC class I binding affinity with 185,985 pairs from IEDB/IMGT. Task: Regression. Given a peptide amino acid sequence and an MHC pseudo amino acid sequence, predict their binding affinity value. This is MHC class I binding data. (1) The peptide sequence is SVFPFDGTR. The MHC is HLA-A26:01 with pseudo-sequence HLA-A26:01. The binding affinity (normalized) is 0.0847. (2) The peptide sequence is LLWAARPRL. The MHC is HLA-B35:01 with pseudo-sequence HLA-B35:01. The binding affinity (normalized) is 0.311. (3) The peptide sequence is TTIGEWAFW. The MHC is HLA-B27:03 with pseudo-sequence HLA-B27:03. The binding affinity (normalized) is 0.0847. (4) The peptide sequence is IQKDINITHT. The MHC is HLA-A68:02 with pseudo-sequence HLA-A68:02. The binding affinity (normalized) is 0.213. (5) The peptide sequence is LWFRNHFVF. The MHC is HLA-C06:02 with pseudo-sequence HLA-C06:02. The binding affinity (normalized) is 0.0847. (6) The peptide sequence is QLQVTEREEV. The MHC is HLA-A02:01 with pseudo-sequence HLA-A02:01. The binding affinity (normalized) is 0.101. (7) The peptide sequence is GSSIGKMFEA. The MHC is HLA-B57:01 with pseudo-sequence HLA-B57:01. The binding affinity (normalized) is 0.376. (8) The peptide sequence is ALRTDYNASV. The MHC is HLA-A02:01 with pseudo-sequence HLA-A02:01. The binding affinity (normalized) is 0.798. (9) The peptide sequence is VLMTHFFSVL. The MHC is HLA-A02:03 with pseudo-sequence HLA-A02:03. The binding affinity (normalized) is 0.717.